Dataset: Reaction yield outcomes from USPTO patents with 853,638 reactions. Task: Predict the reaction yield, written as a fraction of the theoretical maximum amount of product (1.0 means a 100% yield; for example, 0.34 means a 34% yield). (1) The reactants are [CH3:1][C:2]1([CH3:10])[O:7][C:6](=[O:8])[CH2:5][C:4](=[O:9])[O:3]1.[Br:11][C:12]1[CH:18]=[CH:17][C:15]([NH2:16])=[CH:14][C:13]=1[F:19].[C:20](#N)C.CCOCC. The catalyst is C(OC)(OC)OC. The product is [Br:11][C:12]1[CH:18]=[CH:17][C:15]([NH:16][CH:20]=[C:5]2[C:6](=[O:8])[O:7][C:2]([CH3:10])([CH3:1])[O:3][C:4]2=[O:9])=[CH:14][C:13]=1[F:19]. The yield is 0.850. (2) The reactants are [Cl:1][C:2]1[CH:7]=[C:6]([N+:8]([O-])=O)[CH:5]=[C:4]([Cl:11])[C:3]=1[S:12][C:13]1[S:14][C:15]2[CH:21]=[C:20]([C:22]#[N:23])[CH:19]=[CH:18][C:16]=2[N:17]=1.O.O.[Sn](Cl)(Cl)(Cl)Cl. No catalyst specified. The product is [NH2:8][C:6]1[CH:7]=[C:2]([Cl:1])[C:3]([S:12][C:13]2[S:14][C:15]3[CH:21]=[C:20]([C:22]#[N:23])[CH:19]=[CH:18][C:16]=3[N:17]=2)=[C:4]([Cl:11])[CH:5]=1. The yield is 0.980. (3) The reactants are [N+]([C:4]([CH3:15])=[CH:5][C:6]1[CH:11]=[CH:10][CH:9]=[CH:8][C:7]=1[N+:12]([O-])=O)([O-])=O.[H][H]. The catalyst is [Pd]. The product is [CH3:15][C:4]1[NH:12][C:7]2[C:6]([CH:5]=1)=[CH:11][CH:10]=[CH:9][CH:8]=2. The yield is 0.640. (4) The yield is 0.660. The product is [Br:3][C:4]1[CH:9]=[CH:8][C:7]([C:10]([Br:13])([F:12])[F:11])=[CH:6][CH:5]=1. The reactants are O=O.[Br:3][C:4]1[CH:9]=[CH:8][C:7]([CH:10]([F:12])[F:11])=[CH:6][CH:5]=1.[Br:13]N1C(=O)CCC1=O. The catalyst is C(Cl)(Cl)(Cl)Cl.